Dataset: Catalyst prediction with 721,799 reactions and 888 catalyst types from USPTO. Task: Predict which catalyst facilitates the given reaction. Reactant: I[CH3:2].[Br:3][C:4]1[CH:11]=[C:10]([O:12][CH3:13])[C:9]([O:14][CH:15]([CH3:17])[CH3:16])=[CH:8][C:5]=1[CH:6]=[O:7].[NH4+].[Cl-]. Product: [Br:3][C:4]1[CH:11]=[C:10]([O:12][CH3:13])[C:9]([O:14][CH:15]([CH3:17])[CH3:16])=[CH:8][C:5]=1[CH:6]([OH:7])[CH3:2]. The catalyst class is: 28.